The task is: Predict the reactants needed to synthesize the given product.. This data is from Full USPTO retrosynthesis dataset with 1.9M reactions from patents (1976-2016). (1) Given the product [CH2:13]([O:12][C:11]1[C:10](=[O:20])[N:9]2[CH:21]=[C:22]([N:25]3[CH2:26][CH2:27][O:28][CH2:29][CH2:30]3)[CH:23]=[CH:24][C:8]2=[N:7][C:6]=1[CH:4]=[O:5])[C:14]1[CH:15]=[CH:16][CH:17]=[CH:18][CH:19]=1, predict the reactants needed to synthesize it. The reactants are: CON(C)[C:4]([C:6]1[N:7]=[C:8]2[CH:24]=[CH:23][C:22]([N:25]3[CH2:30][CH2:29][O:28][CH2:27][CH2:26]3)=[CH:21][N:9]2[C:10](=[O:20])[C:11]=1[O:12][CH2:13][C:14]1[CH:19]=[CH:18][CH:17]=[CH:16][CH:15]=1)=[O:5].[H-].[H-].[H-].[H-].[Li+].[Al+3]. (2) Given the product [F:3][C:4]1[C:5]([OH:7])=[N:23][C:22]([N:19]2[CH2:20][CH2:21][O:16][CH2:17][CH2:18]2)=[N:24][C:10]=1[OH:12], predict the reactants needed to synthesize it. The reactants are: [H-].[Na+].[F:3][CH:4]([C:10]([O:12]CC)=O)[C:5]([O:7]CC)=O.Br.[O:16]1[CH2:21][CH2:20][N:19]([C:22]([NH2:24])=[NH:23])[CH2:18][CH2:17]1. (3) Given the product [C:1]([C:3]1[CH:8]=[C:7]([CH3:9])[CH:6]=[CH:5][C:4]=1[C:10]1[CH:15]=[C:14]([O:16][CH2:46][CH:44]2[CH2:43][O:42][C:41]([CH3:48])([CH3:40])[O:45]2)[CH:13]=[C:12]([C:17]([O:19][CH3:20])=[O:18])[CH:11]=1)#[N:2], predict the reactants needed to synthesize it. The reactants are: [C:1]([C:3]1[CH:8]=[C:7]([CH3:9])[CH:6]=[CH:5][C:4]=1[C:10]1[CH:15]=[C:14]([OH:16])[CH:13]=[C:12]([C:17]([O:19][CH3:20])=[O:18])[CH:11]=1)#[N:2].C1(P(C2C=CC=CC=2)C2C=CC=CC=2)C=CC=CC=1.[CH3:40][C:41]1([CH3:48])[O:45][CH:44]([CH2:46]O)[CH2:43][O:42]1.N(C(OC(C)C)=O)=NC(OC(C)C)=O. (4) Given the product [O:7]=[C:6]1[NH:5][CH:4]=[CH:3][N:8]1[CH:9]1[CH2:10][CH2:11][N:12]([C:15]([O:17][CH2:18][C:19]2[CH:20]=[CH:21][CH:22]=[CH:23][CH:24]=2)=[O:16])[CH2:13][CH2:14]1, predict the reactants needed to synthesize it. The reactants are: CO[CH:3](OC)[CH2:4][NH:5][C:6]([NH:8][CH:9]1[CH2:14][CH2:13][N:12]([C:15]([O:17][CH2:18][C:19]2[CH:24]=[CH:23][CH:22]=[CH:21][CH:20]=2)=[O:16])[CH2:11][CH2:10]1)=[O:7].Cl. (5) Given the product [C:1]([O:5][C:6](=[O:7])[N:8]([CH3:17])[C@@H:9]1[CH2:13][CH2:12][C@H:11]([C:14](=[O:16])[NH:21][CH2:18][C:19]#[CH:20])[CH2:10]1)([CH3:2])([CH3:3])[CH3:4], predict the reactants needed to synthesize it. The reactants are: [C:1]([O:5][C:6]([N:8]([CH3:17])[C@@H:9]1[CH2:13][CH2:12][C@H:11]([C:14]([OH:16])=O)[CH2:10]1)=[O:7])([CH3:4])([CH3:3])[CH3:2].[CH2:18]([NH2:21])[C:19]#[CH:20].Cl.CN(C)CCCN=C=NCC.O.ON1C2C=CC=CC=2N=N1. (6) Given the product [Si:13]([O:20][CH2:21][C@@H:22]([NH:23][C:25](=[O:26])[O:27][C:28]([CH3:31])([CH3:30])[CH3:29])[CH2:24][NH:12][CH2:11][C:1]12[CH2:8][CH:7]3[CH2:6][CH:5]([CH2:4][CH:3]([CH2:9]3)[CH2:2]1)[CH2:10]2)([C:16]([CH3:19])([CH3:17])[CH3:18])([CH3:15])[CH3:14], predict the reactants needed to synthesize it. The reactants are: [C:1]12([CH2:11][NH2:12])[CH2:10][CH:5]3[CH2:6][CH:7]([CH2:9][CH:3]([CH2:4]3)[CH2:2]1)[CH2:8]2.[Si:13]([O:20][CH2:21][CH:22]1[CH2:24][N:23]1[C:25]([O:27][C:28]([CH3:31])([CH3:30])[CH3:29])=[O:26])([C:16]([CH3:19])([CH3:18])[CH3:17])([CH3:15])[CH3:14].